This data is from Full USPTO retrosynthesis dataset with 1.9M reactions from patents (1976-2016). The task is: Predict the reactants needed to synthesize the given product. (1) The reactants are: [Cl:1][C:2]1[CH:20]=[C:6]([C:7]([NH:9][CH2:10][CH2:11][CH2:12][CH2:13][CH2:14][CH2:15][CH2:16][C:17]([OH:19])=[O:18])=[O:8])[C:5]([OH:21])=[CH:4][CH:3]=1.[OH-].[Na+:23]. Given the product [Cl:1][C:2]1[CH:20]=[C:6]([C:7]([NH:9][CH2:10][CH2:11][CH2:12][CH2:13][CH2:14][CH2:15][CH2:16][C:17]([O-:19])=[O:18])=[O:8])[C:5]([OH:21])=[CH:4][CH:3]=1.[Na+:23].[Na+:23].[Cl:1][C:2]1[CH:20]=[C:6]([C:7]([NH:9][CH2:10][CH2:11][CH2:12][CH2:13][CH2:14][CH2:15][CH2:16][C:17]([O-:19])=[O:18])=[O:8])[C:5]([OH:21])=[CH:4][CH:3]=1, predict the reactants needed to synthesize it. (2) Given the product [NH2:30][C:31]1[CH:36]=[C:35]([C:37]2[CH:42]=[C:41]([Cl:43])[CH:40]=[CH:39][C:38]=2[O:44][C:13]2[C:14]([F:16])=[CH:15][C:10]([S:7]([NH:6][C:19]3[S:23][N:22]=[CH:21][N:20]=3)(=[O:8])=[O:9])=[C:11]([F:18])[CH:12]=2)[CH:34]=[CH:33][N:32]=1, predict the reactants needed to synthesize it. The reactants are: COC1C=C(OC)C=CC=1C[N:6]([C:19]1[S:23][N:22]=[CH:21][N:20]=1)[S:7]([C:10]1[CH:15]=[C:14]([F:16])[C:13](F)=[CH:12][C:11]=1[F:18])(=[O:9])=[O:8].[NH2:30][C:31]1[CH:36]=[C:35]([C:37]2[CH:42]=[C:41]([Cl:43])[CH:40]=[CH:39][C:38]=2[OH:44])[CH:34]=[CH:33][N:32]=1.C(=O)([O-])[O-].[K+].[K+].FC(F)(F)C(O)=O.Cl.